This data is from Reaction yield outcomes from USPTO patents with 853,638 reactions. The task is: Predict the reaction yield, written as a fraction of the theoretical maximum amount of product (1.0 means a 100% yield; for example, 0.34 means a 34% yield). (1) The reactants are Cl.[NH:2]1[CH2:7][CH2:6][CH2:5][CH:4]([CH2:8][NH:9][C:10]([C:12]2[C:20]3[C:15](=[N:16][CH:17]=[C:18]([CH:21]4[CH2:23][CH2:22]4)[N:19]=3)[N:14]([CH2:24][O:25][CH2:26][CH2:27][Si:28]([CH3:31])([CH3:30])[CH3:29])[CH:13]=2)=[O:11])[CH2:3]1.C(N(CC)CC)C.[C:39](Cl)(=[O:41])[CH3:40]. The catalyst is C(Cl)Cl. The product is [C:39]([N:2]1[CH2:7][CH2:6][CH2:5][CH:4]([CH2:8][NH:9][C:10]([C:12]2[C:20]3[C:15](=[N:16][CH:17]=[C:18]([CH:21]4[CH2:22][CH2:23]4)[N:19]=3)[N:14]([CH2:24][O:25][CH2:26][CH2:27][Si:28]([CH3:31])([CH3:30])[CH3:29])[CH:13]=2)=[O:11])[CH2:3]1)(=[O:41])[CH3:40]. The yield is 0.900. (2) The reactants are O[C:2]1[CH:9]=[CH:8][C:5]([CH:6]=[O:7])=[CH:4][CH:3]=1.Br[C:11]1[CH:16]=[CH:15][C:14]([Br:17])=[CH:13][N:12]=1.[C:18]([O-:21])([O-])=O.[K+].[K+].[C:24]([O-])(O)=O.[Na+]. The catalyst is CC(N(C)C)=O.O. The product is [CH2:9]([C:8]1[CH:24]=[C:18]([O:21][C:11]2[CH:16]=[CH:15][C:14]([Br:17])=[CH:13][N:12]=2)[CH:3]=[CH:4][C:5]=1[CH:6]=[O:7])[CH3:2]. The yield is 0.360.